This data is from Forward reaction prediction with 1.9M reactions from USPTO patents (1976-2016). The task is: Predict the product of the given reaction. (1) Given the reactants [CH:1]1[C:11]2[CH2:10][CH2:9][C:8]3[CH:12]=[CH:13][CH:14]=[CH:15][C:7]=3[CH:6]([C:16]([OH:18])=[O:17])[C:5]=2[CH:4]=[CH:3][CH:2]=1.C(Cl)(=O)C(Cl)=O.CN(C=O)C.O[C@@H:31]1[CH:36]2[CH2:37][CH2:38][N:33]([CH2:34][CH2:35]2)[CH2:32]1, predict the reaction product. The product is: [N:33]12[CH2:38][CH2:37][CH:36]([CH2:35][CH2:34]1)[C@@H:31]([O:17][C:16]([CH:6]1[C:5]3[CH:4]=[CH:3][CH:2]=[CH:1][C:11]=3[CH2:10][CH2:9][C:8]3[CH:12]=[CH:13][CH:14]=[CH:15][C:7]1=3)=[O:18])[CH2:32]2. (2) Given the reactants [CH3:1][C:2]1[NH:6][N:5]=[C:4]([NH2:7])[CH:3]=1.C(N(CC)CC)C.[C:15](O[C:15]([O:17][C:18]([CH3:21])([CH3:20])[CH3:19])=[O:16])([O:17][C:18]([CH3:21])([CH3:20])[CH3:19])=[O:16], predict the reaction product. The product is: [NH2:7][C:4]1[CH:3]=[C:2]([CH3:1])[N:6]([C:15]([O:17][C:18]([CH3:21])([CH3:20])[CH3:19])=[O:16])[N:5]=1. (3) Given the reactants O=[C:2]1[CH2:7][CH2:6][CH:5]([C:8]([O:10][CH2:11][CH3:12])=[O:9])[CH2:4][CH2:3]1.[CH:13]1([NH2:16])[CH2:15][CH2:14]1.C(O[BH-](OC(=O)C)OC(=O)C)(=O)C.[Na+], predict the reaction product. The product is: [CH:13]1([NH:16][CH:2]2[CH2:7][CH2:6][CH:5]([C:8]([O:10][CH2:11][CH3:12])=[O:9])[CH2:4][CH2:3]2)[CH2:15][CH2:14]1. (4) Given the reactants [Cl:1][C:2]1[CH:7]=[CH:6][C:5]([S:8](Cl)(=[O:10])=[O:9])=[CH:4][C:3]=1[N+:12]([O-:14])=[O:13].N1C=CC=CC=1.[CH3:21][N:22]1[CH2:27][CH2:26][NH:25][CH2:24][CH2:23]1, predict the reaction product. The product is: [Cl:1][C:2]1[CH:7]=[CH:6][C:5]([S:8]([N:25]2[CH2:26][CH2:27][N:22]([CH3:21])[CH2:23][CH2:24]2)(=[O:10])=[O:9])=[CH:4][C:3]=1[N+:12]([O-:14])=[O:13].